From a dataset of Full USPTO retrosynthesis dataset with 1.9M reactions from patents (1976-2016). Predict the reactants needed to synthesize the given product. (1) Given the product [F:26][C@H:27]1[C@@H:32]([O:33][CH3:34])[CH2:31][CH2:30][N:29]([C:35]2[N:40]=[C:39]([NH:41][C:2]3[N:7]=[CH:6][C:5]4[N:8]=[C:9]([C@H:17]([O:19][CH:20]5[CH2:25][CH2:24][CH2:23][CH2:22][O:21]5)[CH3:18])[N:10]([C@@H:11]([CH3:16])[C:12]([F:15])([F:14])[F:13])[C:4]=4[CH:3]=3)[CH:38]=[CH:37][N:36]=2)[CH2:28]1, predict the reactants needed to synthesize it. The reactants are: Cl[C:2]1[N:7]=[CH:6][C:5]2[N:8]=[C:9]([C@H:17]([O:19][CH:20]3[CH2:25][CH2:24][CH2:23][CH2:22][O:21]3)[CH3:18])[N:10]([C@@H:11]([CH3:16])[C:12]([F:15])([F:14])[F:13])[C:4]=2[CH:3]=1.[F:26][C@H:27]1[C@@H:32]([O:33][CH3:34])[CH2:31][CH2:30][N:29]([C:35]2[N:40]=[C:39]([NH2:41])[CH:38]=[CH:37][N:36]=2)[CH2:28]1.C1(P(C2CCCCC2)C2C=CC=CC=2C2C(C(C)C)=CC(C(C)C)=CC=2C(C)C)CCCCC1.C(=O)([O-])[O-].[Cs+].[Cs+]. (2) The reactants are: C(O[C:5](=[O:7])[CH3:6])(=O)C.[NH2:8][C:9]1([C:19]#[N:20])[CH2:14][C:13]([CH3:16])([CH3:15])[NH:12][C:11]([CH3:18])([CH3:17])[CH2:10]1. Given the product [C:19]([C:9]1([NH:8][C:5](=[O:7])[CH3:6])[CH2:14][C:13]([CH3:15])([CH3:16])[NH:12][C:11]([CH3:18])([CH3:17])[CH2:10]1)#[N:20], predict the reactants needed to synthesize it. (3) Given the product [Cl:8][C:6]1[N:5]=[CH:4][N:3]=[C:2]([NH:18][C:19]2[CH:24]=[CH:23][C:22]([CH:25]3[CH2:30][CH2:29][N:28]([CH:31]=[O:32])[CH2:27][CH2:26]3)=[C:21]([CH3:33])[CH:20]=2)[N:7]=1, predict the reactants needed to synthesize it. The reactants are: Cl[C:2]1[N:7]=[C:6]([Cl:8])[N:5]=[CH:4][N:3]=1.C(N(CC)C(C)C)(C)C.[NH2:18][C:19]1[CH:24]=[CH:23][C:22]([CH:25]2[CH2:30][CH2:29][N:28]([CH:31]=[O:32])[CH2:27][CH2:26]2)=[C:21]([CH3:33])[CH:20]=1. (4) Given the product [OH:14][CH2:9]/[CH:10]=[CH:11]/[C:12]#[C:13][C:2]1[CH:7]=[CH:6][C:5]([C:13]#[C:12]/[CH:11]=[CH:10]/[CH2:9][OH:14])=[CH:4][CH:3]=1, predict the reactants needed to synthesize it. The reactants are: I[C:2]1[CH:7]=[CH:6][C:5](I)=[CH:4][CH:3]=1.[CH2:9]([OH:14])[CH:10]=[CH:11][C:12]#[CH:13].